From a dataset of Full USPTO retrosynthesis dataset with 1.9M reactions from patents (1976-2016). Predict the reactants needed to synthesize the given product. (1) Given the product [CH3:27][N:15]1[C:16]([C:17]2[CH:18]=[CH:19][C:20]([C:23]([F:24])([F:25])[F:26])=[CH:21][CH:22]=2)=[C:12]([C:4]2[N:3]=[CH:2][N:10]3[C:5]=2[C:6]([NH2:32])=[N:7][CH:8]=[N:9]3)[CH:13]=[N:14]1, predict the reactants needed to synthesize it. The reactants are: C[C:2]1[N:10]2[C:5]([C:6](=O)[NH:7][CH:8]=[N:9]2)=[C:4]([C:12]2[CH:13]=[N:14][N:15]([CH3:27])[C:16]=2[C:17]2[CH:22]=[CH:21][C:20]([C:23]([F:26])([F:25])[F:24])=[CH:19][CH:18]=2)[N:3]=1.[2H]C([NH2:32])([2H])[2H]. (2) Given the product [CH3:1][C:2]1[O:3][CH:4]=[C:5]([CH:7]([CH3:12])[C:8]([O:10][CH3:11])=[O:9])[N:6]=1, predict the reactants needed to synthesize it. The reactants are: [CH3:1][C:2]1[O:3][CH:4]=[C:5]([CH2:7][C:8]([O:10][CH3:11])=[O:9])[N:6]=1.[CH3:12]N(P(N(C)C)(N(C)C)=O)C.[Li+].CC([N-]C(C)C)C.CI. (3) The reactants are: [CH2:1]([O:3][C:4](=[O:28])[CH2:5][O:6][C:7]1[CH:12]=[CH:11][C:10]([S:13][CH2:14][C:15]2[CH:20]=[C:19]([O:21][CH2:22][CH:23]([CH3:25])[CH3:24])[CH:18]=[C:17](Br)[CH:16]=2)=[CH:9][C:8]=1[CH3:27])[CH3:2].[C:29]1([C:35]#[CH:36])[CH:34]=[CH:33][CH:32]=[CH:31][CH:30]=1.C(OC(=O)COC1C=CC(SC2C=C(C#CC3C=CC(CO)=CC=3)C=C(OCCC3C=CC(Cl)=CC=3)C=2)=CC=1C)C. Given the product [CH2:1]([O:3][C:4](=[O:28])[CH2:5][O:6][C:7]1[CH:12]=[CH:11][C:10]([S:13][CH2:14][C:15]2[CH:16]=[C:17]([C:36]#[C:35][C:29]3[CH:34]=[CH:33][CH:32]=[CH:31][CH:30]=3)[CH:18]=[C:19]([O:21][CH2:22][CH:23]([CH3:25])[CH3:24])[CH:20]=2)=[CH:9][C:8]=1[CH3:27])[CH3:2], predict the reactants needed to synthesize it. (4) Given the product [Br:11][C:12]1[CH:19]=[C:18]([Cl:20])[CH:17]=[CH:16][C:13]=1[CH:14]1[CH2:21][CH:6]([OH:10])[CH2:7][CH2:8][O:15]1, predict the reactants needed to synthesize it. The reactants are: OS(O)(=O)=O.[CH2:6]([OH:10])[CH2:7][CH:8]=C.[Br:11][C:12]1[CH:19]=[C:18]([Cl:20])[CH:17]=[CH:16][C:13]=1[CH:14]=[O:15].[C:21]([O-])(O)=O.[Na+].